Dataset: Forward reaction prediction with 1.9M reactions from USPTO patents (1976-2016). Task: Predict the product of the given reaction. (1) Given the reactants [CH:1]1([C:4]2[NH:8][C:7]3[CH:9]=[C:10]([C:17]4[C:18]([CH3:23])=[N:19][O:20][C:21]=4[CH3:22])[CH:11]=[C:12]([C:13]([O:15]C)=O)[C:6]=3[N:5]=2)[CH2:3][CH2:2]1.[C:24]([Mg]Cl)([CH3:27])([CH3:26])[CH3:25], predict the reaction product. The product is: [CH:1]1([C:4]2[NH:8][C:7]3[CH:9]=[C:10]([C:17]4[C:18]([CH3:23])=[N:19][O:20][C:21]=4[CH3:22])[CH:11]=[C:12]([C:13](=[O:15])[C:24]([CH3:27])([CH3:26])[CH3:25])[C:6]=3[N:5]=2)[CH2:3][CH2:2]1. (2) Given the reactants [Br:1][C:2]1[CH:7]=[CH:6][C:5]([Cl:8])=[CH:4][C:3]=1[C:9]1[C:10]2[C:26](=[O:27])[CH2:25][CH2:24][C:11]=2[N:12]([CH2:16][C:17]([O:19]C(C)(C)C)=[O:18])[C:13](=[O:15])[CH:14]=1.C(O)(C(F)(F)F)=O, predict the reaction product. The product is: [Br:1][C:2]1[CH:7]=[CH:6][C:5]([Cl:8])=[CH:4][C:3]=1[C:9]1[C:10]2[C:26](=[O:27])[CH2:25][CH2:24][C:11]=2[N:12]([CH2:16][C:17]([OH:19])=[O:18])[C:13](=[O:15])[CH:14]=1. (3) Given the reactants C([Li])CCC.Br[C:7]1[CH:8]=[N:9][CH:10]=[C:11]([Br:14])[C:12]=1[CH3:13].[C:15]([N:19]=[C:20]=[O:21])([CH3:18])([CH3:17])[CH3:16].[NH4+].[Cl-], predict the reaction product. The product is: [Br:14][C:11]1[CH:10]=[N:9][CH:8]=[C:7]([C:12]=1[CH3:13])[C:20]([NH:19][C:15]([CH3:18])([CH3:17])[CH3:16])=[O:21]. (4) Given the reactants Br[C:2]1[CH:7]=[CH:6][C:5]([C:8]([N:10]2[CH2:14][CH2:13][CH2:12][C@H:11]2[CH2:15][N:16]2[CH2:20][CH2:19][CH2:18][CH2:17]2)=[O:9])=[C:4]([F:21])[CH:3]=1.Br[C:23]1[CH:28]=[CH:27][C:26]([C:29]([CH:31]2[CH2:33][CH2:32]2)=[O:30])=[CH:25][CH:24]=1.B1(B2OC(C)(C)C(C)(C)O2)OC(C)(C)C(C)(C)O1, predict the reaction product. The product is: [CH:31]1([C:29]([C:26]2[CH:27]=[CH:28][C:23]([C:2]3[CH:7]=[CH:6][C:5]([C:8]([N:10]4[CH2:14][CH2:13][CH2:12][C@H:11]4[CH2:15][N:16]4[CH2:20][CH2:19][CH2:18][CH2:17]4)=[O:9])=[C:4]([F:21])[CH:3]=3)=[CH:24][CH:25]=2)=[O:30])[CH2:32][CH2:33]1. (5) The product is: [CH3:38][O:39][C:40]1[CH:45]=[CH:44][C:43]([S:46][C:2]2[N:3]=[C:4]3[C:10]4[CH:11]=[CH:12][CH:13]=[CH:14][C:9]=4[NH:8][C:7]4[N:15]=[CH:16][CH:17]=[CH:18][C:6]=4[N:5]3[C:19]=2[C:20]2[CH:21]=[CH:22][C:23]([C:26]3([NH2:30])[CH2:29][CH2:28][CH2:27]3)=[CH:24][CH:25]=2)=[CH:42][CH:41]=1. Given the reactants Br[C:2]1[N:3]=[C:4]2[C:10]3[CH:11]=[CH:12][CH:13]=[CH:14][C:9]=3[NH:8][C:7]3[N:15]=[CH:16][CH:17]=[CH:18][C:6]=3[N:5]2[C:19]=1[C:20]1[CH:25]=[CH:24][C:23]([C:26]2([NH:30]C(=O)OC(C)(C)C)[CH2:29][CH2:28][CH2:27]2)=[CH:22][CH:21]=1.[CH3:38][O:39][C:40]1[CH:45]=[CH:44][C:43]([SH:46])=[CH:42][CH:41]=1.CC1(C)C2C(=C(P(C3C=CC=CC=3)C3C=CC=CC=3)C=CC=2)OC2C(P(C3C=CC=CC=3)C3C=CC=CC=3)=CC=CC1=2.C([O-])([O-])=O.[K+].[K+], predict the reaction product. (6) The product is: [CH3:1][O:2][C:3](=[O:22])[C:4]1[CH:9]=[C:8]([Br:10])[CH:7]=[CH:6][C:5]=1[CH2:11][CH2:12][C:13]1[CH:18]=[CH:17][CH:16]=[C:15]([O:19][CH3:20])[C:14]=1[CH3:21]. Given the reactants [CH3:1][O:2][C:3](=[O:22])[C:4]1[CH:9]=[C:8]([Br:10])[CH:7]=[CH:6][C:5]=1[CH:11]=[CH:12][C:13]1[CH:18]=[CH:17][CH:16]=[C:15]([O:19][CH3:20])[C:14]=1[CH3:21].[H][H], predict the reaction product. (7) Given the reactants [CH3:1][O:2][C:3]1[CH:4]=[C:5](/[C:11](=[CH:14]/[C:15]2[S:16][C:17]([N:20]3[CH2:25][CH2:24][CH:23]([OH:26])[CH2:22][CH2:21]3)=[CH:18][CH:19]=2)/[C:12]#[N:13])[CH:6]=[CH:7][C:8]=1[O:9][CH3:10].N1C=CC=CC=1.[Br:33][CH2:34][C:35](Br)=[O:36].O, predict the reaction product. The product is: [C:12](/[C:11](/[C:5]1[CH:6]=[CH:7][C:8]([O:9][CH3:10])=[C:3]([O:2][CH3:1])[CH:4]=1)=[CH:14]\[C:15]1[S:16][C:17]([N:20]2[CH2:21][CH2:22][CH:23]([O:26][C:35](=[O:36])[CH2:34][Br:33])[CH2:24][CH2:25]2)=[CH:18][CH:19]=1)#[N:13]. (8) Given the reactants CN.[OH2:3].Cl.Cl[C:6]1[CH:11]=[CH:10][N:9]=[C:8]([C:12](Cl)=[O:13])[CH:7]=1, predict the reaction product. The product is: [N:9]1[CH:10]=[CH:11][CH:6]=[CH:7][C:8]=1[C:12]([OH:13])=[O:3].